The task is: Predict which catalyst facilitates the given reaction.. This data is from Catalyst prediction with 721,799 reactions and 888 catalyst types from USPTO. (1) Reactant: [CH2:1]1[C:9]2[C:4](=[CH:5][CH:6]=[CH:7][CH:8]=2)[CH2:3][CH:2]1[N:10]([CH2:17][CH2:18][CH:19]1[CH2:23][CH2:22][CH2:21][N:20]1[CH3:24])[C:11]1[CH:16]=[CH:15][CH:14]=[CH:13][CH:12]=1.[CH3:25][I:26]. Product: [I-:26].[CH3:24][N+:20]1([CH3:25])[CH2:21][CH2:22][CH2:23][CH:19]1[CH2:18][CH2:17][N:10]([CH:2]1[CH2:3][C:4]2[C:9](=[CH:8][CH:7]=[CH:6][CH:5]=2)[CH2:1]1)[C:11]1[CH:12]=[CH:13][CH:14]=[CH:15][CH:16]=1. The catalyst class is: 26. (2) Reactant: [B-]([S+](C)C)(F)(F)F.C[O:9][C:10]1[CH:26]=[CH:25][C:13]([O:14][C:15]2[CH:24]=[CH:23][C:18]([C:19]([O:21][CH3:22])=[O:20])=[CH:17][CH:16]=2)=[CH:12][CH:11]=1. Product: [CH3:22][O:21][C:19](=[O:20])[C:18]1[CH:17]=[CH:16][C:15]([O:14][C:13]2[CH:25]=[CH:26][C:10]([OH:9])=[CH:11][CH:12]=2)=[CH:24][CH:23]=1.[CH3:22][O:21][C:19](=[O:20])[C:18]1[CH:17]=[CH:16][C:15]([O:14][C:13]2[CH:25]=[CH:26][C:10]([OH:9])=[CH:11][CH:12]=2)=[CH:24][CH:23]=1. The catalyst class is: 2. (3) Reactant: FC(F)(F)S(O[C:7]1[N:8]=[C:9]([C:12]2[CH:17]=[CH:16][CH:15]=[C:14]([O:18][CH3:19])[CH:13]=2)[O:10][CH:11]=1)(=O)=O.C[Sn](C)(C)[C:24]1[CH:29]=[CH:28][C:27]([NH:30][C:31](=[O:37])[O:32][C:33]([CH3:36])([CH3:35])[CH3:34])=[CH:26][CH:25]=1.[Li+].[Cl-]. Product: [CH3:19][O:18][C:14]1[CH:13]=[C:12]([C:9]2[O:10][CH:11]=[C:7]([C:24]3[CH:25]=[CH:26][C:27]([NH:30][C:31](=[O:37])[O:32][C:33]([CH3:35])([CH3:34])[CH3:36])=[CH:28][CH:29]=3)[N:8]=2)[CH:17]=[CH:16][CH:15]=1. The catalyst class is: 77. (4) The catalyst class is: 13. Product: [NH2:9][C:6]1[CH:7]=[CH:8][C:3]([O:2][CH3:1])=[CH:4][CH:5]=1. Reactant: [CH3:1][O:2][C:3]1[CH:8]=[CH:7][C:6]([N+:9]([O-])=O)=[CH:5][CH:4]=1.O. (5) Reactant: [C:1]([C:4]1[CH:11]=[C:10]([Cl:12])[C:7]([C:8]#[N:9])=[C:6](I)[C:5]=1[O:14][CH2:15][CH3:16])(=[O:3])[CH3:2].Cl.[CH3:18][O:19][CH:20]1[CH2:23][NH:22][CH2:21]1.C(=O)([O-])[O-].[Cs+].[Cs+].CC1(C)C2C=CC=C(P(C3C=CC=CC=3)C3C=CC=CC=3)C=2OC2C1=CC=CC=2P(C1C=CC=CC=1)C1C=CC=CC=1. Product: [C:1]([C:4]1[CH:11]=[C:10]([Cl:12])[C:7]([C:8]#[N:9])=[C:6]([N:22]2[CH2:23][CH:20]([O:19][CH3:18])[CH2:21]2)[C:5]=1[O:14][CH2:15][CH3:16])(=[O:3])[CH3:2]. The catalyst class is: 62. (6) Reactant: [CH2:1]([N:3]([CH2:6][CH3:7])[CH2:4][CH3:5])[CH3:2].[C:8]([O:12][C:13]([NH:15][CH2:16][C:17]#[CH:18])=[O:14])([CH3:11])([CH3:10])[CH3:9].C([O:21][CH2:22][CH3:23])C.CN([CH:27]=[O:28])C. Product: [CH3:9][C:8]([O:12][C:13]([NH:15][CH2:16][C:17]#[C:18][C:8]1[CH:9]=[C:5]2[C:4]3=[C:23]([CH2:22][O:21][CH2:7][CH2:6][N:3]3[CH:1]=[C:2]([C:13]([OH:14])=[O:12])[C:27]2=[O:28])[CH:10]=1)=[O:14])([CH3:11])[CH3:10]. The catalyst class is: 724. (7) Reactant: [CH3:1][C:2]([NH:13][C:14](=[O:16])[CH3:15])([C:4]1[CH:9]=[CH:8][C:7]([N+:10]([O-])=O)=[CH:6][CH:5]=1)[CH3:3]. Product: [NH2:10][C:7]1[CH:6]=[CH:5][C:4]([C:2]([NH:13][C:14](=[O:16])[CH3:15])([CH3:3])[CH3:1])=[CH:9][CH:8]=1. The catalyst class is: 19. (8) Reactant: [C:1]([O:4][C@@H:5]1[O:22][C@H:21]([CH2:23][O:24][C:25](=[O:27])[CH3:26])[C@@H:16]([O:17][C:18](=[O:20])[CH3:19])[C@H:11]([O:12][C:13](=[O:15])[CH3:14])[C@H:6]1[O:7][C:8](=[O:10])[CH3:9])(=O)[CH3:2].[CH3:28][C:29]([CH2:35][CH2:36][CH2:37][CH:38]([CH3:50])[CH2:39][CH2:40][CH2:41][CH:42]([CH3:49])[CH2:43][CH2:44][CH2:45][CH:46]([CH3:48])[CH3:47])=[CH:30][CH2:31]CCO.C(N(CC)CC)C. Product: [C:8]([O:7][C@@H:6]1[C@@H:11]([O:12][C:13](=[O:15])[CH3:14])[C@H:16]([O:17][C:18](=[O:20])[CH3:19])[C@@H:21]([CH2:23][O:24][C:25](=[O:27])[CH3:26])[O:22][CH:5]1[O:4][CH2:1][CH2:2][CH2:31][CH:30]=[C:29]([CH3:28])[CH2:35][CH2:36][CH2:37][CH:38]([CH3:50])[CH2:39][CH2:40][CH2:41][CH:42]([CH3:49])[CH2:43][CH2:44][CH2:45][CH:46]([CH3:48])[CH3:47])(=[O:10])[CH3:9]. The catalyst class is: 115.